Dataset: Reaction yield outcomes from USPTO patents with 853,638 reactions. Task: Predict the reaction yield, written as a fraction of the theoretical maximum amount of product (1.0 means a 100% yield; for example, 0.34 means a 34% yield). (1) The reactants are [Cl:1][C:2]1[CH:3]=[C:4]([CH:24]=[CH:25][C:26]=1[O:27][CH3:28])[C:5]([NH:7][C:8]1[CH:16]=[CH:15][C:14]([O:17][C:18]2[CH:23]=[CH:22][CH:21]=[CH:20][CH:19]=2)=[CH:13][C:9]=1[C:10]([OH:12])=O)=[O:6].C(N=C=NC(C)C)(C)C.C1C=CC2N(O)N=NC=2C=1.[CH2:48]([NH2:56])[CH2:49][C:50]1[CH:55]=[CH:54][CH:53]=[CH:52][CH:51]=1. The catalyst is CN(C=O)C. The product is [Cl:1][C:2]1[CH:3]=[C:4]([CH:24]=[CH:25][C:26]=1[O:27][CH3:28])[C:5]([NH:7][C:8]1[CH:16]=[CH:15][C:14]([O:17][C:18]2[CH:23]=[CH:22][CH:21]=[CH:20][CH:19]=2)=[CH:13][C:9]=1[C:10]([NH:56][CH2:48][CH2:49][C:50]1[CH:55]=[CH:54][CH:53]=[CH:52][CH:51]=1)=[O:12])=[O:6]. The yield is 0.750. (2) The reactants are Br[C:2]1[CH:7]=[CH:6][CH:5]=[C:4]([Cl:8])[C:3]=1[C:9]1[S:10][C:11]2[C:12](Cl)=[N:13][CH:14]=[CH:15][C:16]=2[N:17]=1.BrC1C=CC=C(Cl)C=1C(Cl)=NC1[CH:29]=[CH:28][N:27]=[C:26](Cl)C=1F.[NH2:38][C:39]([NH2:41])=S.[N:42]1[CH:47]=CC=CC=1.CC[N:50](CC)CC. The catalyst is C(O)(C)C. The product is [NH2:38][C:39]1[N:41]=[CH:26][N:27]=[C:28]([NH:50][C:12]2[C:11]3[S:10][C:9]([C:3]4[C:4]([Cl:8])=[CH:5][CH:6]=[CH:7][C:2]=4[C:47]#[N:42])=[N:17][C:16]=3[CH:15]=[CH:14][N:13]=2)[CH:29]=1. The yield is 0.530. (3) The reactants are Br[C:2]1[CH:41]=[CH:40][C:5]([O:6][C:7]2[CH:8]=[C:9]([S:32][C:33]3[CH:38]=[CH:37][CH:36]=[CH:35][C:34]=3[Cl:39])[C:10]([NH:13][C:14]3[S:18][N:17]=[C:16]([CH:19]4[CH2:24][CH2:23][N:22]([C:25]([O:27][C:28]([CH3:31])([CH3:30])[CH3:29])=[O:26])[CH2:21][CH2:20]4)[N:15]=3)=[N:11][CH:12]=2)=[CH:4][CH:3]=1.C[Li].C([Li])CCC.CN(C)[CH:51]=[O:52].[NH4+].[Cl-]. The catalyst is C1COCC1. The product is [Cl:39][C:34]1[CH:35]=[CH:36][CH:37]=[CH:38][C:33]=1[S:32][C:9]1[C:10]([NH:13][C:14]2[S:18][N:17]=[C:16]([CH:19]3[CH2:24][CH2:23][N:22]([C:25]([O:27][C:28]([CH3:31])([CH3:30])[CH3:29])=[O:26])[CH2:21][CH2:20]3)[N:15]=2)=[N:11][CH:12]=[C:7]([O:6][C:5]2[CH:40]=[CH:41][C:2]([CH:51]=[O:52])=[CH:3][CH:4]=2)[CH:8]=1. The yield is 0.396. (4) The reactants are C[O:2][C:3]([C:5]1[S:9][C:8]([N:10]2[C:14]3[CH:15]=[C:16]([O:21][CH3:22])[C:17]([O:19][CH3:20])=[CH:18][C:13]=3[N:12]=[CH:11]2)=[N:7][C:6]=1Br)=[O:4].[N:24]1[CH:29]=[CH:28][CH:27]=[C:26](B(O)O)[CH:25]=1. No catalyst specified. The product is [CH3:20][O:19][C:17]1[C:16]([O:21][CH3:22])=[CH:15][C:14]2[N:10]([C:8]3[S:9][C:5]([C:3]([OH:2])=[O:4])=[C:6]([C:26]4[CH:25]=[N:24][CH:29]=[CH:28][CH:27]=4)[N:7]=3)[CH:11]=[N:12][C:13]=2[CH:18]=1. The yield is 0.0700. (5) The reactants are [CH3:1][O:2][CH2:3][CH2:4][O:5][C:6]1[CH:7]=[C:8]2[C:12](=[C:13]([N:15]([CH3:25])[S:16]([C:19]3[N:20]([CH3:24])[CH:21]=[CH:22][N:23]=3)(=[O:18])=[O:17])[CH:14]=1)[NH:11][C:10]([C:26](O)=[O:27])=[CH:9]2.[CH2:29]([S:36][CH:37]([CH:40]([O:43][CH3:44])[O:41][CH3:42])[CH2:38][NH2:39])[C:30]1[CH:35]=[CH:34][CH:33]=[CH:32][CH:31]=1.N1(O)C2C=CC=CC=2N=N1.Cl.CN(C)CCCN=C=NCC. The catalyst is CCCCCC.C(OCC)(=O)C.CN(C)C=O. The product is [CH2:29]([S:36][CH:37]([CH:40]([O:41][CH3:42])[O:43][CH3:44])[CH2:38][NH:39][C:26]([C:10]1[NH:11][C:12]2[C:8]([CH:9]=1)=[CH:7][C:6]([O:5][CH2:4][CH2:3][O:2][CH3:1])=[CH:14][C:13]=2[N:15]([CH3:25])[S:16]([C:19]1[N:20]([CH3:24])[CH:21]=[CH:22][N:23]=1)(=[O:17])=[O:18])=[O:27])[C:30]1[CH:35]=[CH:34][CH:33]=[CH:32][CH:31]=1. The yield is 0.890. (6) The catalyst is C(O)C.[Pd]. The product is [CH3:1][C@@H:2]1[CH2:7][C:6](=[O:8])[CH2:5][C@H:4]([CH3:9])[O:3]1. The reactants are [CH3:1][C:2]1[O:3][C:4]([CH3:9])=[CH:5][C:6](=[O:8])[CH:7]=1. The yield is 0.174. (7) The reactants are [Cl:1][C:2]1[C:3]([C:9]2[NH:13][C:12]3[CH:14]=[CH:15][CH:16]=[CH:17][C:11]=3[N:10]=2)=[N:4][C:5](Cl)=[CH:6][CH:7]=1.[NH3:18]. The catalyst is C(O)C. The product is [NH:10]1[C:11]2[CH:17]=[CH:16][CH:15]=[CH:14][C:12]=2[N:13]=[C:9]1[C:3]1[N:4]=[C:5]([NH2:18])[CH:6]=[CH:7][C:2]=1[Cl:1]. The yield is 0.210. (8) The product is [CH2:1]([O:15][NH:16][C:17]1[CH:27]=[CH:26][CH:25]=[CH:24][C:18]=1[C:19]([O:21][CH2:22][CH3:23])=[O:20])[C:2]1[CH:7]=[CH:6][CH:5]=[CH:4][CH:3]=1. The catalyst is CN(C=O)C.O. The reactants are [CH2:1](Br)[C:2]1[CH:7]=[CH:6][CH:5]=[CH:4][CH:3]=1.C(=O)([O-])[O-].[Cs+].[Cs+].[OH:15][NH:16][C:17]1[CH:27]=[CH:26][CH:25]=[CH:24][C:18]=1[C:19]([O:21][CH2:22][CH3:23])=[O:20]. The yield is 0.720.